This data is from CYP2C19 inhibition data for predicting drug metabolism from PubChem BioAssay. The task is: Regression/Classification. Given a drug SMILES string, predict its absorption, distribution, metabolism, or excretion properties. Task type varies by dataset: regression for continuous measurements (e.g., permeability, clearance, half-life) or binary classification for categorical outcomes (e.g., BBB penetration, CYP inhibition). Dataset: cyp2c19_veith. (1) The compound is C[N+](C)(C)CC(=O)O. The result is 0 (non-inhibitor). (2) The molecule is c1c[nH]c(CN2CCN(Cc3ncc[nH]3)CC2)n1. The result is 0 (non-inhibitor). (3) The drug is O=C1[C@@H]2CC[C@H]3/C(=N\OCc4ccccc4)C[C@@H](O)[C@@H](O)[C@@H]3[C@H]2C(=O)N1c1ccc(F)cc1F. The result is 0 (non-inhibitor). (4) The compound is CC[C@H](C)C(=O)O[C@H]1CCC=C2C=C[C@H](C)[C@H](CC[C@@H]3C[C@H](O)CC(=O)O3)[C@H]21. The result is 0 (non-inhibitor). (5) The drug is COc1ccc2[nH]cc(CCNc3ccnc(-c4cccc(C#N)c4)n3)c2c1. The result is 1 (inhibitor). (6) The molecule is c1ccc(N2CC3(CCNCC3)C2)nc1. The result is 0 (non-inhibitor).